This data is from Catalyst prediction with 721,799 reactions and 888 catalyst types from USPTO. The task is: Predict which catalyst facilitates the given reaction. Reactant: C(=O)([O-])[O-].[Ca+2].[C:6](Cl)(Cl)=[S:7].[Cl:10][C:11]1[CH:12]=[C:13]([CH:15]=[C:16]([Cl:26])[C:17]=1[C:18]1[CH:23]=[CH:22][N:21]=[C:20]([O:24][CH3:25])[CH:19]=1)[NH2:14].Cl. Product: [Cl:26][C:16]1[CH:15]=[C:13]([N:14]=[C:6]=[S:7])[CH:12]=[C:11]([Cl:10])[C:17]=1[C:18]1[CH:23]=[CH:22][N:21]=[C:20]([O:24][CH3:25])[CH:19]=1. The catalyst class is: 46.